Dataset: Reaction yield outcomes from USPTO patents with 853,638 reactions. Task: Predict the reaction yield, written as a fraction of the theoretical maximum amount of product (1.0 means a 100% yield; for example, 0.34 means a 34% yield). (1) The reactants are [OH:1][CH2:2][CH2:3][CH2:4][O:5][C:6]1[CH:11]=[CH:10][C:9]([C:12]2[CH:17]=[CH:16][N:15]([CH2:18][CH2:19][C:20]([CH3:35])([S:31]([CH3:34])(=[O:33])=[O:32])[C:21]([NH:23][O:24]C3CCCCO3)=[O:22])[C:14](=[O:36])[CH:13]=2)=[CH:8][CH:7]=1.Cl. The catalyst is O1CCOCC1.CO. The product is [OH:24][NH:23][C:21](=[O:22])[C:20]([CH3:35])([S:31]([CH3:34])(=[O:33])=[O:32])[CH2:19][CH2:18][N:15]1[CH:16]=[CH:17][C:12]([C:9]2[CH:10]=[CH:11][C:6]([O:5][CH2:4][CH2:3][CH2:2][OH:1])=[CH:7][CH:8]=2)=[CH:13][C:14]1=[O:36]. The yield is 0.201. (2) The reactants are [OH:1][C:2]1[CH:7]=[CH:6][C:5]([C:8]2[CH:17]=[C:16]3[C:11]([CH:12]=[C:13]([C:18]([O:20][CH3:21])=[O:19])[N:14]=[CH:15]3)=[CH:10][CH:9]=2)=[CH:4][CH:3]=1.Cl[CH2:23][C:24]1[C:25]([C:32]2[C:37](Cl)=[CH:36][CH:35]=[CH:34][C:33]=2[Cl:39])=[N:26][O:27][C:28]=1[CH:29]([CH3:31])[CH3:30].C([O-])([O-])=O.[K+].[K+].CCOC(C)=O. The catalyst is CN(C=O)C. The product is [Cl:39][C:33]1[CH:34]=[CH:35][CH:36]=[CH:37][C:32]=1[C:25]1[C:24]([CH2:23][O:1][C:2]2[CH:3]=[CH:4][C:5]([C:8]3[CH:17]=[C:16]4[C:11]([CH:12]=[C:13]([C:18]([O:20][CH3:21])=[O:19])[N:14]=[CH:15]4)=[CH:10][CH:9]=3)=[CH:6][CH:7]=2)=[C:28]([CH:29]([CH3:31])[CH3:30])[O:27][N:26]=1. The yield is 0.580. (3) The reactants are C1(S([N:10]2[C:18]3[C:13](=[CH:14][C:15]([CH2:19][CH3:20])=[CH:16][CH:17]=3)[CH2:12][CH2:11]2)(=O)=O)C=CC=CC=1.[OH-].[Na+]. The catalyst is Br. The product is [CH2:19]([C:15]1[CH:14]=[C:13]2[C:18](=[CH:17][CH:16]=1)[NH:10][CH2:11][CH2:12]2)[CH3:20]. The yield is 0.320. (4) The reactants are [F:1][C:2]([F:28])([CH2:6][NH:7][C:8]1[N:13]=[C:12]([NH:14][C:15]2[N:20]=[CH:19][C:18]3[N:21]=[C:22]([CH3:27])[N:23]([CH:24]([CH3:26])[CH3:25])[C:17]=3[CH:16]=2)[CH:11]=[CH:10][N:9]=1)[C:3](O)=[O:4].[Cl-].[NH4+].F[P-](F)(F)(F)(F)F.[N:38]1(OC(N(C)C)=[N+](C)C)C2N=CC=CC=2N=N1.C(N(CC)C(C)C)(C)C. The catalyst is CN(C)C=O. The product is [F:28][C:2]([F:1])([CH2:6][NH:7][C:8]1[N:13]=[C:12]([NH:14][C:15]2[N:20]=[CH:19][C:18]3[N:21]=[C:22]([CH3:27])[N:23]([CH:24]([CH3:25])[CH3:26])[C:17]=3[CH:16]=2)[CH:11]=[CH:10][N:9]=1)[C:3]([NH2:38])=[O:4]. The yield is 0.450. (5) The reactants are [C:1]([O:5][C:6]([N:8]1[CH2:13][CH2:12][N:11]([C:14]2[S:15][CH:16]=[CH:17][N:18]=2)[CH2:10][CH2:9]1)=[O:7])([CH3:4])([CH3:3])[CH3:2].C(=O)([O-])[O-].[Cs+].[Cs+].[Br:25]Br.O. The catalyst is C(Cl)(Cl)Cl. The product is [C:1]([O:5][C:6]([N:8]1[CH2:13][CH2:12][N:11]([C:14]2[S:15][C:16]([Br:25])=[CH:17][N:18]=2)[CH2:10][CH2:9]1)=[O:7])([CH3:4])([CH3:2])[CH3:3]. The yield is 0.950.